Dataset: Forward reaction prediction with 1.9M reactions from USPTO patents (1976-2016). Task: Predict the product of the given reaction. Given the reactants [C:1](C1NC=CN=1)(C1NC=CN=1)=[O:2].[NH2:13][C:14]1[S:15][C:16]2[CH:22]=[CH:21][CH:20]=[CH:19][C:17]=2[N:18]=1.[C:23]([O:27][C:28](=[O:48])[NH:29][CH2:30][CH2:31][NH:32][CH2:33][CH2:34][CH:35]([C:42]1[CH:47]=[CH:46][CH:45]=[CH:44][CH:43]=1)[C:36]1[CH:41]=[CH:40][CH:39]=[CH:38][CH:37]=1)([CH3:26])([CH3:25])[CH3:24].C(=O)(O)[O-].[Na+], predict the reaction product. The product is: [C:23]([O:27][C:28](=[O:48])[NH:29][CH2:30][CH2:31][N:32]([CH2:33][CH2:34][CH:35]([C:36]1[CH:37]=[CH:38][CH:39]=[CH:40][CH:41]=1)[C:42]1[CH:43]=[CH:44][CH:45]=[CH:46][CH:47]=1)[C:1]([NH:13][C:14]1[S:15][C:16]2[CH:22]=[CH:21][CH:20]=[CH:19][C:17]=2[N:18]=1)=[O:2])([CH3:26])([CH3:24])[CH3:25].